This data is from Reaction yield outcomes from USPTO patents with 853,638 reactions. The task is: Predict the reaction yield, written as a fraction of the theoretical maximum amount of product (1.0 means a 100% yield; for example, 0.34 means a 34% yield). (1) The reactants are [CH3:1][S:2]([C:5]1[CH:6]=[C:7]([CH:11]=[CH:12][CH:13]=1)[C:8]([OH:10])=[O:9])(=[O:4])=[O:3].S(=O)(=O)(O)O.[CH3:19]O. No catalyst specified. The product is [CH3:1][S:2]([C:5]1[CH:6]=[C:7]([CH:11]=[CH:12][CH:13]=1)[C:8]([O:10][CH3:19])=[O:9])(=[O:3])=[O:4]. The yield is 0.810. (2) The reactants are [CH3:1][O:2][C:3](=[O:36])[C:4]([O:7][C:8]1[CH:13]=[CH:12][C:11]([CH2:14][CH2:15][CH2:16][CH:17]2[CH2:21][N:20]([CH2:22][C:23]3[CH:28]=[CH:27][C:26]([C:29]([CH3:32])([CH3:31])[CH3:30])=[CH:25][CH:24]=3)[C:19](=[O:33])[N:18]2[CH3:34])=[CH:10][C:9]=1I)([CH3:6])[CH3:5].[CH2:37]([Sn](CCCC)(CCCC)C=C)[CH2:38]CC. The catalyst is C1(C)C=CC=CC=1.[Pd].C1(P(C2C=CC=CC=2)C2C=CC=CC=2)C=CC=CC=1.C1(P(C2C=CC=CC=2)C2C=CC=CC=2)C=CC=CC=1.C1(P(C2C=CC=CC=2)C2C=CC=CC=2)C=CC=CC=1.C1(P(C2C=CC=CC=2)C2C=CC=CC=2)C=CC=CC=1. The product is [CH3:1][O:2][C:3](=[O:36])[C:4]([O:7][C:8]1[CH:13]=[CH:12][C:11]([CH2:14][CH2:15][CH2:16][CH:17]2[CH2:21][N:20]([CH2:22][C:23]3[CH:28]=[CH:27][C:26]([C:29]([CH3:32])([CH3:31])[CH3:30])=[CH:25][CH:24]=3)[C:19](=[O:33])[N:18]2[CH3:34])=[CH:10][C:9]=1[CH:37]=[CH2:38])([CH3:6])[CH3:5]. The yield is 0.710. (3) The reactants are Br[C:2]1[C:10]2[O:9][CH2:8][C@@H:7]([N:11]([C:26](=[O:31])[C:27]([F:30])([F:29])[F:28])[C:12]3[CH:25]=[CH:24][C:15]4[C@H:16]([CH2:19][C:20]([O:22][CH3:23])=[O:21])[CH2:17][O:18][C:14]=4[CH:13]=3)[C:6]=2[CH:5]=[CH:4][CH:3]=1.[F:32][C:33]1[C:34]([N+:41]([O-:43])=[O:42])=[C:35]([CH:37]=[C:38]([F:40])[CH:39]=1)[NH2:36].P([O-])([O-])([O-])=O.[K+].[K+].[K+]. The catalyst is C1(C)C=CC=CC=1.C1C=CC(/C=C/C(/C=C/C2C=CC=CC=2)=O)=CC=1.C1C=CC(/C=C/C(/C=C/C2C=CC=CC=2)=O)=CC=1.C1C=CC(/C=C/C(/C=C/C2C=CC=CC=2)=O)=CC=1.[Pd].[Pd].C1(P(C2CCCCC2)C2C=CC=CC=2C2C(C(C)C)=CC(C(C)C)=CC=2C(C)C)CCCCC1. The product is [F:32][C:33]1[C:34]([N+:41]([O-:43])=[O:42])=[C:35]([NH:36][C:2]2[C:10]3[O:9][CH2:8][C@@H:7]([N:11]([C:26](=[O:31])[C:27]([F:30])([F:29])[F:28])[C:12]4[CH:25]=[CH:24][C:15]5[C@H:16]([CH2:19][C:20]([O:22][CH3:23])=[O:21])[CH2:17][O:18][C:14]=5[CH:13]=4)[C:6]=3[CH:5]=[CH:4][CH:3]=2)[CH:37]=[C:38]([F:40])[CH:39]=1. The yield is 1.00. (4) The reactants are [C:1]([O:5][C:6](=[O:29])[NH:7][C:8]1[CH:13]=[CH:12][CH:11]=[CH:10][C:9]=1[NH:14][C:15](=[O:28])[C:16]1[CH:21]=[CH:20][C:19]([CH:22]([N:25]=[N+]=[N-])[CH2:23][OH:24])=[CH:18][CH:17]=1)([CH3:4])([CH3:3])[CH3:2]. The catalyst is CO.[Pd]. The product is [C:1]([O:5][C:6](=[O:29])[NH:7][C:8]1[CH:13]=[CH:12][CH:11]=[CH:10][C:9]=1[NH:14][C:15](=[O:28])[C:16]1[CH:17]=[CH:18][C:19]([CH:22]([NH2:25])[CH2:23][OH:24])=[CH:20][CH:21]=1)([CH3:4])([CH3:2])[CH3:3]. The yield is 0.600. (5) The product is [C:42]([NH:41][CH2:40][CH2:39][CH:35]1[C:36]2[C:32](=[CH:31][CH:30]=[C:29]([NH:28][C:12](=[O:14])[CH2:11][CH2:10][CH:9]([O:8][CH2:1][C:2]3[CH:3]=[CH:4][CH:5]=[CH:6][CH:7]=3)[CH3:15])[C:37]=2[OH:38])[CH2:33][CH2:34]1)(=[O:44])[CH3:43]. The reactants are [CH2:1]([O:8][CH:9]([CH3:15])[CH2:10][CH2:11][C:12]([OH:14])=O)[C:2]1[CH:7]=[CH:6][CH:5]=[CH:4][CH:3]=1.C(Cl)(=O)C(Cl)=O.CN(C)C=O.Cl.[NH2:28][C:29]1[C:37]([OH:38])=[C:36]2[C:32]([CH2:33][CH2:34][CH:35]2[CH2:39][CH2:40][NH:41][C:42](=[O:44])[CH3:43])=[CH:31][CH:30]=1. The yield is 0.570. The catalyst is O1CCCC1.N1C=CC=CC=1. (6) The reactants are CC1(C)[O:6][C@@H:5]2[C@@H:7]([CH2:20][N:21]([CH3:41])[CH:22]3[CH2:25][CH:24]([CH2:26][CH2:27][C:28]4[NH:32][C:31]5[CH:33]=[CH:34][C:35]([CH:37]6[CH2:40][O:39][CH2:38]6)=[CH:36][C:30]=5[N:29]=4)[CH2:23]3)[O:8][C@@H:9]([N:10]3[CH:18]=[N:17][C:16]4[C:11]3=[N:12][CH:13]=[N:14][C:15]=4[NH2:19])[C@@H:4]2[O:3]1.FC(F)(F)C(O)=O.C(=O)([O-])[O-].[K+].[K+]. The catalyst is O. The product is [NH2:19][C:15]1[N:14]=[CH:13][N:12]=[C:11]2[C:16]=1[N:17]=[CH:18][N:10]2[C@H:9]1[C@H:4]([OH:3])[C@H:5]([OH:6])[C@@H:7]([CH2:20][N:21]([CH3:41])[CH:22]2[CH2:25][CH:24]([CH2:26][CH2:27][C:28]3[NH:32][C:31]4[CH:33]=[CH:34][C:35]([CH:37]5[CH2:38][O:39][CH2:40]5)=[CH:36][C:30]=4[N:29]=3)[CH2:23]2)[O:8]1. The yield is 0.550. (7) The catalyst is C1COCC1.O. The product is [CH2:11]([C@H:14]([CH2:15][CH2:16][CH2:17][CH3:18])[C:19]([OH:23])=[O:22])[CH:12]=[CH2:13]. The reactants are C(N1[C@H:12]([CH3:13])[C@H:11]([C:14]2[CH:19]=[CH:18][CH:17]=[CH:16][CH:15]=2)OC1=O)(=O)CCCCC.[Li+].[OH-:22].[OH:23]O. The yield is 0.630. (8) The reactants are [C:1]([O:5][C:6]([NH:8][C@@H:9]([CH2:13][C:14]1[CH:19]=[CH:18][C:17]([N+:20]([O-:22])=[O:21])=[CH:16][CH:15]=1)[C:10]([OH:12])=O)=[O:7])([CH3:4])([CH3:3])[CH3:2].C(N(CC)CC)C.ClC(OCC(C)C)=O.[N+:38](=[CH2:40])=[N-:39]. The catalyst is C1COCC1.CCOCC. The product is [C:1]([O:5][C:6](=[O:7])[NH:8][C@@H:9]([CH2:13][C:14]1[CH:19]=[CH:18][C:17]([N+:20]([O-:22])=[O:21])=[CH:16][CH:15]=1)[C:10](=[O:12])[CH:40]=[N+:38]=[N-:39])([CH3:2])([CH3:3])[CH3:4]. The yield is 0.820. (9) The reactants are [BrH:1].C(#N)C.S([O-])([O-])(=O)=O.[C:10]([C:13]1[CH:18]=[CH:17][C:16]([N+]#N)=[C:15]([CH3:21])[CH:14]=1)(=[O:12])[CH3:11].[C:10]([C:13]1[CH:18]=[CH:17][C:16]([N+]#N)=[C:15]([CH3:21])[CH:14]=1)(=[O:12])[CH3:11]. The catalyst is [Cu](Br)Br.C1(C)C=CC=CC=1. The product is [Br:1][C:16]1[CH:17]=[CH:18][C:13]([C:10](=[O:12])[CH3:11])=[CH:14][C:15]=1[CH3:21]. The yield is 0.840.